From a dataset of Reaction yield outcomes from USPTO patents with 853,638 reactions. Predict the reaction yield, written as a fraction of the theoretical maximum amount of product (1.0 means a 100% yield; for example, 0.34 means a 34% yield). (1) The product is [Cl:22][C:20]1[CH:19]=[CH:18][C:17]([CH3:23])=[C:16]([C:11]2[N:12]=[C:13]([CH2:24][CH3:25])[N:14]=[C:9]([NH2:8])[N:10]=2)[CH:21]=1. The catalyst is O1CCCC1. The reactants are BrC1C=CC([NH:8][C:9]2[N:14]=[C:13](Cl)[N:12]=[C:11]([C:16]3[CH:21]=[C:20]([Cl:22])[CH:19]=[CH:18][C:17]=3[CH3:23])[N:10]=2)=CC=1.[CH2:24]([Mg]Br)[CH3:25]. The yield is 0.220. (2) The reactants are [CH3:1][O:2][C:3](=[O:13])[CH2:4][CH2:5][CH2:6][CH2:7][CH2:8][CH2:9][C:10]([OH:12])=O.[C:14]([NH:21][CH2:22][C:23]1[CH:29]=[CH:28][C:26]([NH2:27])=[CH:25][CH:24]=1)([O:16][C:17]([CH3:20])([CH3:19])[CH3:18])=[O:15]. The catalyst is CN(C=O)C. The product is [C:17]([O:16][C:14]([NH:21][CH2:22][C:23]1[CH:29]=[CH:28][C:26]([NH:27][C:10](=[O:12])[CH2:9][CH2:8][CH2:7][CH2:6][CH2:5][CH2:4][C:3]([O:2][CH3:1])=[O:13])=[CH:25][CH:24]=1)=[O:15])([CH3:20])([CH3:18])[CH3:19]. The yield is 0.880. (3) The reactants are [CH2:1]([O:8][C:9]([N:11]1[C:19]2[C:14](=[CH:15][CH:16]=[CH:17][CH:18]=2)[C:13]([CH2:20][C:21]([OH:23])=O)=[CH:12]1)=[O:10])[C:2]1[CH:7]=[CH:6][CH:5]=[CH:4][CH:3]=1.C(Cl)(=O)[C:25]([Cl:27])=O.[N+](=C)=[N-].Cl. No catalyst specified. The product is [CH2:1]([O:8][C:9]([N:11]1[C:19]2[C:14](=[CH:15][CH:16]=[CH:17][CH:18]=2)[C:13]([CH2:20][C:21](=[O:23])[CH2:25][Cl:27])=[CH:12]1)=[O:10])[C:2]1[CH:3]=[CH:4][CH:5]=[CH:6][CH:7]=1. The yield is 0.870. (4) The reactants are [CH:1]1([C:4]2[C:5]([NH:24][S:25]([CH3:28])(=[O:27])=[O:26])=[CH:6][C:7]3[O:11][C:10]([C:12]4[CH:17]=[CH:16][C:15]([F:18])=[CH:14][CH:13]=4)=[C:9]([C:19]([NH:21][CH3:22])=[O:20])[C:8]=3[CH:23]=2)[CH2:3][CH2:2]1.[F:29][C:30]1[C:31]([N+:41]([O-:43])=[O:42])=[C:32]([CH:37]=[C:38](F)[CH:39]=1)[C:33]([O:35][CH3:36])=[O:34].C([O-])([O-])=O.[Na+].[Na+]. The catalyst is CN(C)P(N(C)C)(N(C)C)=O.CCOC(C)=O. The product is [CH:1]1([C:4]2[C:5]([N:24]([C:38]3[CH:39]=[C:30]([F:29])[C:31]([N+:41]([O-:43])=[O:42])=[C:32]([CH:37]=3)[C:33]([O:35][CH3:36])=[O:34])[S:25]([CH3:28])(=[O:27])=[O:26])=[CH:6][C:7]3[O:11][C:10]([C:12]4[CH:17]=[CH:16][C:15]([F:18])=[CH:14][CH:13]=4)=[C:9]([C:19](=[O:20])[NH:21][CH3:22])[C:8]=3[CH:23]=2)[CH2:3][CH2:2]1. The yield is 0.580. (5) The reactants are [F:1][C:2]1[C:7]([CH:8]=[O:9])=[CH:6][CH:5]=[CH:4][C:3]=1[C:10]1[N:14]([S:15]([C:18]2[CH:19]=[N:20][CH:21]=[CH:22][CH:23]=2)(=[O:17])=[O:16])[CH:13]=[C:12]([CH2:24][N:25]([CH3:33])[C:26](=[O:32])[O:27][C:28]([CH3:31])([CH3:30])[CH3:29])[CH:11]=1.[BH4-].[Na+].CO.O. The yield is 0.610. The product is [F:1][C:2]1[C:7]([CH2:8][OH:9])=[CH:6][CH:5]=[CH:4][C:3]=1[C:10]1[N:14]([S:15]([C:18]2[CH:19]=[N:20][CH:21]=[CH:22][CH:23]=2)(=[O:17])=[O:16])[CH:13]=[C:12]([CH2:24][N:25]([CH3:33])[C:26](=[O:32])[O:27][C:28]([CH3:29])([CH3:30])[CH3:31])[CH:11]=1. The catalyst is O1CCCC1. (6) The reactants are [CH2:1]=[C:2]1[CH2:7][CH2:6][CH:5]([C:8]([NH2:10])=O)[CH2:4][CH2:3]1.[H-].[Al+3].[Li+].[H-].[H-].[H-].C(N(CC)CC)C.Cl[C:25]([O:27][CH2:28][C:29]1[CH:34]=[CH:33][CH:32]=[CH:31][CH:30]=1)=[O:26]. The catalyst is C1COCC1.C(Cl)Cl.O. The product is [CH2:1]=[C:2]1[CH2:7][CH2:6][CH:5]([CH2:8][NH:10][C:25](=[O:26])[O:27][CH2:28][C:29]2[CH:34]=[CH:33][CH:32]=[CH:31][CH:30]=2)[CH2:4][CH2:3]1. The yield is 0.357. (7) The reactants are [CH:1]1([N:6]2[C:11]3[N:12]=[C:13](S(C)=O)[N:14]=[CH:15][C:10]=3[CH:9]=[C:8]([CH2:19][O:20][CH2:21][CH3:22])[C:7]2=[O:23])[CH2:5][CH2:4][CH2:3][CH2:2]1.[N:24]1([C:30]2[CH:31]=[N:32][C:33]([NH2:36])=[CH:34][CH:35]=2)[CH2:29][CH2:28][CH2:27][CH2:26][CH2:25]1. The catalyst is C1(C)C=CC=CC=1. The product is [CH:1]1([N:6]2[C:11]3[N:12]=[C:13]([NH:36][C:33]4[N:32]=[CH:31][C:30]([N:24]5[CH2:29][CH2:28][CH2:27][CH2:26][CH2:25]5)=[CH:35][CH:34]=4)[N:14]=[CH:15][C:10]=3[CH:9]=[C:8]([CH2:19][O:20][CH2:21][CH3:22])[C:7]2=[O:23])[CH2:5][CH2:4][CH2:3][CH2:2]1. The yield is 0.152. (8) The reactants are [O:1]([C:8]1[CH:9]=[C:10]([NH:14][CH2:15][C:16]2[CH:21]=[CH:20][CH:19]=[C:18]([O:22][C:23]([F:28])([F:27])[CH:24]([F:26])[F:25])[CH:17]=2)[CH:11]=[CH:12][CH:13]=1)[C:2]1[CH:7]=[CH:6][CH:5]=[CH:4][CH:3]=1.[F:29][C:30]([F:36])([F:35])S([O-])(=[O:49])=[O:49].[Yb+3].[F:29][C:30]([F:36])([F:35])S([O-])(=O)=O.[F:29][C:30]([F:36])([F:35])S([O-])(=O)=[O:49].[C:54](#N)[CH3:55]. The catalyst is O.C(OCC)(=O)C. The product is [O:1]([C:8]1[CH:9]=[C:10]([N:14]([CH2:15][C:16]2[CH:21]=[CH:20][CH:19]=[C:18]([O:22][C:23]([F:27])([F:28])[CH:24]([F:25])[F:26])[CH:17]=2)[CH2:55][C@@H:54]([OH:49])[C:30]([F:36])([F:35])[F:29])[CH:11]=[CH:12][CH:13]=1)[C:2]1[CH:7]=[CH:6][CH:5]=[CH:4][CH:3]=1. The yield is 0.630.